The task is: Predict the product of the given reaction.. This data is from Forward reaction prediction with 1.9M reactions from USPTO patents (1976-2016). (1) Given the reactants [NH:1]1[C:5]2[CH:6]=[CH:7][CH:8]=[CH:9][C:4]=2[N:3]=[C:2]1[C:10]([N:12]([CH2:34][CH2:35][CH3:36])[C@H:13]1[CH2:18][C@@H:17]([C:19]([N:21]2[CH2:26][CH2:25][O:24][CH2:23][CH2:22]2)=[O:20])[CH2:16][N:15]([C:27]([O:29][C:30]([CH3:33])([CH3:32])[CH3:31])=[O:28])[CH2:14]1)=[O:11].CS(O[CH2:42][CH2:43][CH2:44][CH2:45][O:46][CH3:47])(=O)=O.C(=O)([O-])[O-].[Cs+].[Cs+], predict the reaction product. The product is: [CH3:47][O:46][CH2:45][CH2:44][CH2:43][CH2:42][N:1]1[C:5]2[CH:6]=[CH:7][CH:8]=[CH:9][C:4]=2[N:3]=[C:2]1[C:10]([N:12]([CH2:34][CH2:35][CH3:36])[C@H:13]1[CH2:18][C@@H:17]([C:19]([N:21]2[CH2:22][CH2:23][O:24][CH2:25][CH2:26]2)=[O:20])[CH2:16][N:15]([C:27]([O:29][C:30]([CH3:31])([CH3:33])[CH3:32])=[O:28])[CH2:14]1)=[O:11]. (2) Given the reactants [N:1]1([S:7]([C:10]2[CH:15]=[CH:14][C:13]([CH2:16][NH2:17])=[CH:12][CH:11]=2)(=[O:9])=[O:8])[CH2:6][CH2:5][CH2:4][CH2:3][CH2:2]1.C[Al](C)C.[S:22]1[C:30]2[CH:29]=[CH:28][N:27]=[CH:26][C:25]=2[CH:24]=[C:23]1[C:31](OC)=[O:32].C(C(C(C([O-])=O)O)O)([O-])=O.[Na+].[K+], predict the reaction product. The product is: [N:1]1([S:7]([C:10]2[CH:15]=[CH:14][C:13]([CH2:16][NH:17][C:31]([C:23]3[S:22][C:30]4[CH:29]=[CH:28][N:27]=[CH:26][C:25]=4[CH:24]=3)=[O:32])=[CH:12][CH:11]=2)(=[O:9])=[O:8])[CH2:2][CH2:3][CH2:4][CH2:5][CH2:6]1. (3) Given the reactants [CH2:1]([O:3][C:4]([C:6]1[C:11](=[O:12])[CH:10]=[C:9]([C:13]([CH3:16])([CH3:15])[CH3:14])O[CH:7]=1)=[O:5])[CH3:2].C([O-])(=O)C.[NH4+:21].C(O)(=O)C, predict the reaction product. The product is: [CH2:1]([O:3][C:4](=[O:5])[C:6]1[C:11]([OH:12])=[CH:10][C:9]([C:13]([CH3:16])([CH3:15])[CH3:14])=[N:21][CH:7]=1)[CH3:2]. (4) The product is: [Cl:14][C:5]1[CH:6]2[CH:2]([CH:1]3[O:10][CH:7]2[CH2:8][CH2:9]3)[C:3](=[O:12])[CH:4]=1. Given the reactants [CH:1]12[O:10][CH:7]([CH2:8][CH2:9]1)[CH:6]1[CH:2]2[C:3](=[O:12])[CH2:4][C:5]1=O.P(Cl)(Cl)(Cl)(Cl)[Cl:14], predict the reaction product. (5) Given the reactants [F:1][C:2]1[CH:10]=[CH:9][C:5]([C:6]([OH:8])=O)=[CH:4][CH:3]=1.O.ON1C2C=CC=CC=2N=N1.[N:22]1([CH2:28][CH2:29][CH2:30][O:31][C:32]2[CH:37]=[CH:36][C:35]([C:38]3[CH2:39][CH2:40][NH:41][CH2:42][CH:43]=3)=[CH:34][CH:33]=2)[CH2:27][CH2:26][CH2:25][CH2:24][CH2:23]1, predict the reaction product. The product is: [F:1][C:2]1[CH:3]=[CH:4][C:5]([C:6]([N:41]2[CH2:42][CH:43]=[C:38]([C:35]3[CH:36]=[CH:37][C:32]([O:31][CH2:30][CH2:29][CH2:28][N:22]4[CH2:27][CH2:26][CH2:25][CH2:24][CH2:23]4)=[CH:33][CH:34]=3)[CH2:39][CH2:40]2)=[O:8])=[CH:9][CH:10]=1. (6) Given the reactants [NH2:1][C:2]1[CH:7]=[CH:6][CH:5]=[CH:4][C:3]=1[NH:8][CH2:9][C@H:10]1[CH2:15][CH2:14][CH2:13][N:12]([C:16]([O:18][C:19]([CH3:22])([CH3:21])[CH3:20])=[O:17])[CH2:11]1.[Cl:23][CH2:24][C:25](OC)(OC)OC.C1(C)C=CC(S(O)(=O)=O)=CC=1, predict the reaction product. The product is: [Cl:23][CH2:24][C:25]1[N:8]([CH2:9][C@H:10]2[CH2:15][CH2:14][CH2:13][N:12]([C:16]([O:18][C:19]([CH3:22])([CH3:21])[CH3:20])=[O:17])[CH2:11]2)[C:3]2[CH:4]=[CH:5][CH:6]=[CH:7][C:2]=2[N:1]=1. (7) Given the reactants [CH2:1]([OH:7])[CH2:2][CH2:3][CH2:4][CH:5]=[CH2:6].[H-].[Na+].[CH2:10](O)[C:11]1[CH:16]=[CH:15][CH:14]=[CH:13][CH:12]=1.[Cl-].[NH4+].[CH3:20]N(C)C=O, predict the reaction product. The product is: [CH2:1]([O:7][CH2:10][C:11]1[CH:16]=[CH:15][CH:14]=[CH:13][CH:12]=1)[C:2]1[CH:20]=[CH:6][CH:5]=[CH:4][CH:3]=1. (8) Given the reactants Br[C:2]1[CH:22]=[CH:21][C:5]2[N:6]([CH3:20])[C:7](=[O:19])[CH2:8][N:9]=[C:10]([C:11]3[CH:12]=[C:13]([CH:16]=[CH:17][CH:18]=3)[C:14]#[N:15])[C:4]=2[CH:3]=1.C1(B(O)O)C=CC=CC=1.[CH3:32][O:33][C:34]1[CH:39]=[CH:38][CH:37]=[C:36]([O:40][CH3:41])[C:35]=1B(O)O, predict the reaction product. The product is: [CH3:32][O:33][C:34]1[CH:39]=[CH:38][CH:37]=[C:36]([O:40][CH3:41])[C:35]=1[C:2]1[CH:22]=[CH:21][C:5]2[N:6]([CH3:20])[C:7](=[O:19])[CH2:8][N:9]=[C:10]([C:11]3[CH:12]=[C:13]([CH:16]=[CH:17][CH:18]=3)[C:14]#[N:15])[C:4]=2[CH:3]=1. (9) Given the reactants [C:1]([C:3]1[CH:4]=[CH:5][C:6]([C@@H:15]2[C:20]([C:21]#[N:22])=[C:19]([CH3:23])[N:18]([C:24]3[CH:29]=[CH:28][CH:27]=[C:26]([C:30]([F:33])([F:32])[F:31])[CH:25]=3)[C:17](=[O:34])[NH:16]2)=[C:7]([S:9]([N:12]([CH3:14])[CH3:13])(=[O:11])=[O:10])[CH:8]=1)#[N:2].[CH3:35][Si](C)(C)[N-][Si](C)(C)C.[Li+].IC.C(O)(=O)C, predict the reaction product. The product is: [C:1]([C:3]1[CH:4]=[CH:5][C:6]([C@@H:15]2[C:20]([C:21]#[N:22])=[C:19]([CH3:23])[N:18]([C:24]3[CH:29]=[CH:28][CH:27]=[C:26]([C:30]([F:32])([F:31])[F:33])[CH:25]=3)[C:17](=[O:34])[N:16]2[CH3:35])=[C:7]([S:9]([N:12]([CH3:13])[CH3:14])(=[O:11])=[O:10])[CH:8]=1)#[N:2]. (10) Given the reactants [Cl-].[NH4+:2].C[Al](C)C.[F:7][C:8]1[C:9]([NH:34][CH:35]([C:41]([CH3:44])([CH3:43])[CH3:42])[CH2:36][C:37](OC)=O)=[N:10][C:11]([C:14]2[C:22]3[C:17](=[N:18][CH:19]=[C:20]([F:23])[CH:21]=3)[N:16]([S:24]([C:27]3[CH:32]=[CH:31][C:30]([CH3:33])=[CH:29][CH:28]=3)(=[O:26])=[O:25])[CH:15]=2)=[N:12][CH:13]=1, predict the reaction product. The product is: [F:7][C:8]1[C:9]([NH:34][CH:35]([C:41]([CH3:44])([CH3:43])[CH3:42])[CH2:36][C:37]#[N:2])=[N:10][C:11]([C:14]2[C:22]3[C:17](=[N:18][CH:19]=[C:20]([F:23])[CH:21]=3)[N:16]([S:24]([C:27]3[CH:32]=[CH:31][C:30]([CH3:33])=[CH:29][CH:28]=3)(=[O:26])=[O:25])[CH:15]=2)=[N:12][CH:13]=1.